From a dataset of Serine/threonine kinase 33 screen with 319,792 compounds. Binary Classification. Given a drug SMILES string, predict its activity (active/inactive) in a high-throughput screening assay against a specified biological target. (1) The compound is s1c2nc(n(N)c(=O)c2c(c2ccc(C(C)(C)C)cc2)c1)C. The result is 0 (inactive). (2) The compound is S(=O)(=O)(N1CCCC1)c1sc(nn1)NC(=O)c1cc(OC)ccc1. The result is 0 (inactive). (3) The drug is S(c1n(c(nn1)c1ccc(cc1)C)c1ccccc1)CC(=O)N\N=C\c1c(n(nc1C)c1ccccc1)C. The result is 0 (inactive). (4) The compound is S=C(N(NC(=S)Nc1ccc(OC)cc1)C)Nc1ccc(OC)cc1. The result is 0 (inactive). (5) The compound is Clc1c2c(sc1C(=O)Nc1ccncc1)cccc2. The result is 0 (inactive). (6) The drug is s1c2nc(N3CCOCC3)c3c(CCCC3)c2c2ncnc(SCc3ccccc3)c12. The result is 0 (inactive).